From a dataset of Full USPTO retrosynthesis dataset with 1.9M reactions from patents (1976-2016). Predict the reactants needed to synthesize the given product. (1) Given the product [F:15][C:11]1[CH:12]=[CH:13][CH:14]=[C:9]([O:7][CH2:6][CH2:5][O:4][CH3:3])[N:10]=1, predict the reactants needed to synthesize it. The reactants are: [H-].[Na+].[CH3:3][O:4][CH2:5][CH2:6][OH:7].F[C:9]1[CH:14]=[CH:13][CH:12]=[C:11]([F:15])[N:10]=1. (2) The reactants are: [CH2:1]([N:8]([CH2:20][C:21]1[CH:26]=[CH:25][CH:24]=[CH:23][CH:22]=1)[C@@H:9]1[CH2:13][CH2:12][CH:11]([C:14](N(OC)C)=[O:15])[CH2:10]1)[C:2]1[CH:7]=[CH:6][CH:5]=[CH:4][CH:3]=1.CC(C[AlH]CC(C)C)C. Given the product [CH2:20]([N:8]([CH2:1][C:2]1[CH:7]=[CH:6][CH:5]=[CH:4][CH:3]=1)[C@@H:9]1[CH2:13][CH2:12][CH:11]([CH:14]=[O:15])[CH2:10]1)[C:21]1[CH:22]=[CH:23][CH:24]=[CH:25][CH:26]=1, predict the reactants needed to synthesize it. (3) Given the product [NH2:24][C:17]1[C:16]2[N:15]=[CH:14][N:13]([CH2:12][CH2:11][CH2:10][CH2:9][NH:8][S:3]([N:2]([CH3:7])[CH3:1])(=[O:5])=[O:4])[C:21]=2[C:20]([CH3:22])=[C:19]([CH3:23])[N:18]=1, predict the reactants needed to synthesize it. The reactants are: [CH3:1][N:2]([CH3:7])[S:3](Cl)(=[O:5])=[O:4].[NH2:8][CH2:9][CH2:10][CH2:11][CH2:12][N:13]1[C:21]2[C:20]([CH3:22])=[C:19]([CH3:23])[N:18]=[C:17]([NH2:24])[C:16]=2[N:15]=[CH:14]1.